Predict the reactants needed to synthesize the given product. From a dataset of Full USPTO retrosynthesis dataset with 1.9M reactions from patents (1976-2016). The reactants are: [S:1]1[C:5]2[CH:6]=[C:7]([CH2:10][CH2:11][O:12][CH2:13][CH2:14][N:15]3[CH2:19][CH2:18][CH:17]([OH:20])[CH2:16]3)[CH:8]=[CH:9][C:4]=2[CH:3]=[CH:2]1.[C:21]([OH:26])(=[O:25])[C:22]([OH:24])=[O:23]. Given the product [C:21]([OH:26])(=[O:25])[C:22]([OH:24])=[O:23].[S:1]1[C:5]2[CH:6]=[C:7]([CH2:10][CH2:11][O:12][CH2:13][CH2:14][N:15]3[CH2:19][CH2:18][CH:17]([OH:20])[CH2:16]3)[CH:8]=[CH:9][C:4]=2[CH:3]=[CH:2]1, predict the reactants needed to synthesize it.